Task: Predict which catalyst facilitates the given reaction.. Dataset: Catalyst prediction with 721,799 reactions and 888 catalyst types from USPTO (1) Reactant: [C:1]([C:3]1[C:4]([NH:26]CC2C=CC(OC)=CC=2OC)=[N:5][S:6][C:7]=1[C:8]1[CH:13]=[CH:12][C:11]([NH:14][C:15]([NH:17][C:18]2[CH:23]=[C:22]([CH3:24])[CH:21]=[CH:20][C:19]=2[F:25])=[O:16])=[CH:10][CH:9]=1)#[N:2].C(O)(C(F)(F)F)=O.C([O-])([O-])=O.[Na+].[Na+]. Product: [NH2:26][C:4]1[C:3]([C:1]#[N:2])=[C:7]([C:8]2[CH:13]=[CH:12][C:11]([NH:14][C:15]([NH:17][C:18]3[CH:23]=[C:22]([CH3:24])[CH:21]=[CH:20][C:19]=3[F:25])=[O:16])=[CH:10][CH:9]=2)[S:6][N:5]=1. The catalyst class is: 2. (2) Reactant: [C:1]([O:4][CH2:5][CH:6]([O:9][CH2:10][N:11]1[CH:15]=[CH:14][N:13]=[C:12]1[N+:16]([O-:18])=[O:17])[CH2:7]O)(=[O:3])[CH3:2].C1(C)[C:20]([S:25](Cl)(=[O:27])=[O:26])=CC=CC=1. Product: [C:1]([O:4][CH2:5][CH:6]([O:9][CH2:10][N:11]1[CH:15]=[CH:14][N:13]=[C:12]1[N+:16]([O-:18])=[O:17])[CH2:7][S:25]([CH3:20])(=[O:27])=[O:26])(=[O:3])[CH3:2]. The catalyst class is: 17.